This data is from Forward reaction prediction with 1.9M reactions from USPTO patents (1976-2016). The task is: Predict the product of the given reaction. (1) Given the reactants [F:1][C:2]([F:37])([F:36])[C:3]1[CH:4]=[C:5]([C@H:13]([O:15][C@@H:16]2[C@@H:21]([C:22]3[CH:27]=[CH:26][C:25]([F:28])=[C:24]([F:29])[CH:23]=3)[C@H:20]([CH2:30]OS(C)(=O)=O)[CH2:19][CH2:18][O:17]2)[CH3:14])[CH:6]=[C:7]([C:9]([F:12])([F:11])[F:10])[CH:8]=1.Cl.[CH2:39]1[C:43]2([CH2:48][CH2:47][NH:46][CH2:45][CH2:44]2)[CH:42]([OH:49])[CH2:41][O:40]1.C(=O)([O-])[O-].[K+].[K+].C(#N)C, predict the reaction product. The product is: [F:1][C:2]([F:36])([F:37])[C:3]1[CH:4]=[C:5]([C@H:13]([O:15][C@@H:16]2[C@@H:21]([C:22]3[CH:27]=[CH:26][C:25]([F:28])=[C:24]([F:29])[CH:23]=3)[C@H:20]([CH2:30][N:46]3[CH2:45][CH2:44][C:43]4([CH2:39][O:40][CH2:41][CH:42]4[OH:49])[CH2:48][CH2:47]3)[CH2:19][CH2:18][O:17]2)[CH3:14])[CH:6]=[C:7]([C:9]([F:11])([F:12])[F:10])[CH:8]=1. (2) Given the reactants [Cl:1][C:2]1[C:10]2[C:5](=[CH:6][C:7]([F:12])=[C:8]([NH2:11])[CH:9]=2)[NH:4][N:3]=1.[F:13][C:14]([F:33])([F:32])[C:15]1[CH:20]=[CH:19][C:18]([CH:21]2[CH2:26][C:25](=[O:27])[NH:24][C:23]([CH3:28])=[C:22]2[C:29](O)=[O:30])=[CH:17][CH:16]=1.C(Cl)CCl.CCN(CC)CC, predict the reaction product. The product is: [Cl:1][C:2]1[C:10]2[C:5](=[CH:6][C:7]([F:12])=[C:8]([NH:11][C:29]([C:22]3[CH:21]([C:18]4[CH:19]=[CH:20][C:15]([C:14]([F:33])([F:13])[F:32])=[CH:16][CH:17]=4)[CH2:26][C:25](=[O:27])[NH:24][C:23]=3[CH3:28])=[O:30])[CH:9]=2)[NH:4][N:3]=1. (3) Given the reactants [F:1][C:2]1[C:7]([F:8])=[CH:6][CH:5]=[CH:4][C:3]=1[C:9]1[N:17]=[C:12]2[CH:13]=[N:14][NH:15][CH:16]=[C:11]2[N:10]=1.Br[CH2:19][C:20]1[CH:25]=[CH:24][N:23]([C:26]2[CH:31]=[CH:30][C:29]([O:32][CH2:33][CH2:34][CH3:35])=[CH:28][C:27]=2[C:36]([F:39])([F:38])[F:37])[C:22](=[O:40])[CH:21]=1, predict the reaction product. The product is: [F:1][C:2]1[C:7]([F:8])=[CH:6][CH:5]=[CH:4][C:3]=1[C:9]1[N:17]=[C:12]2[CH:13]=[N:14][N:15]([CH2:19][C:20]3[CH:25]=[CH:24][N:23]([C:26]4[CH:31]=[CH:30][C:29]([O:32][CH2:33][CH2:34][CH3:35])=[CH:28][C:27]=4[C:36]([F:38])([F:37])[F:39])[C:22](=[O:40])[CH:21]=3)[CH:16]=[C:11]2[N:10]=1.